Dataset: Catalyst prediction with 721,799 reactions and 888 catalyst types from USPTO. Task: Predict which catalyst facilitates the given reaction. Reactant: C(N(CC)CC)C.[CH:8]([C:10]1[C:18]2[C:13](=[CH:14][CH:15]=[CH:16][CH:17]=2)[N:12](C(OC(C)(C)C)=O)[CH:11]=1)=[O:9].[N:26]1[C:27]([CH:35]=[N:36][C:37]2[CH:42]=[CH:41][N:40]=[C:39]([O:43][CH3:44])[CH:38]=2)=[CH:28][N:29]2[CH:34]=[CH:33][CH:32]=[CH:31][C:30]=12. Product: [N:26]1[C:27]([CH:35]([NH:36][C:37]2[CH:42]=[CH:41][N:40]=[C:39]([O:43][CH3:44])[CH:38]=2)[C:8]([C:10]2[C:18]3[C:13](=[CH:14][CH:15]=[CH:16][CH:17]=3)[NH:12][CH:11]=2)=[O:9])=[CH:28][N:29]2[CH:34]=[CH:33][CH:32]=[CH:31][C:30]=12. The catalyst class is: 433.